Dataset: Full USPTO retrosynthesis dataset with 1.9M reactions from patents (1976-2016). Task: Predict the reactants needed to synthesize the given product. (1) Given the product [CH2:19]([O:18][C:16](=[O:17])[CH2:15][O:7][CH2:6][C:5]1[CH:8]=[CH:9][CH:10]=[C:3]([C:2]([F:11])([F:12])[F:1])[CH:4]=1)[CH3:20], predict the reactants needed to synthesize it. The reactants are: [F:1][C:2]([F:12])([F:11])[C:3]1[CH:4]=[C:5]([CH:8]=[CH:9][CH:10]=1)[CH2:6][OH:7].[N+](=[CH:15][C:16]([O:18][CH2:19][CH3:20])=[O:17])=[N-]. (2) Given the product [CH3:25][O:6][C:5]([CH:4]1[CH2:8][CH2:9][N:1]([C:15]([O:14][C:11]([CH3:13])([CH3:12])[CH3:10])=[O:16])[CH2:2][CH2:3]1)=[O:7], predict the reactants needed to synthesize it. The reactants are: [NH:1]1[CH2:9][CH2:8][CH:4]([C:5]([OH:7])=[O:6])[CH2:3][CH2:2]1.[CH3:10][C:11]([O:14][C:15](O[C:15]([O:14][C:11]([CH3:13])([CH3:12])[CH3:10])=[O:16])=[O:16])([CH3:13])[CH3:12].[CH3:25]O. (3) Given the product [C:25]([CH:9]1[C:10]2[C:5](=[C:4]([CH:1]([CH3:3])[CH3:2])[CH:13]=[CH:12][CH:11]=2)[CH2:6][CH2:7][C:8]1([NH2:17])[C:14]([OH:16])=[O:15])([O:26][CH2:27][CH:28]1[C:29]2[C:34](=[CH:33][CH:32]=[CH:31][CH:30]=2)[C:35]2[C:40]1=[CH:39][CH:38]=[CH:37][CH:36]=2)=[O:41], predict the reactants needed to synthesize it. The reactants are: [CH:1]([C:4]1[CH:13]=[CH:12][CH:11]=[C:10]2[C:5]=1[CH2:6][CH2:7][C:8]([NH2:17])([C:14]([OH:16])=[O:15])[CH2:9]2)([CH3:3])[CH3:2].C(N(CC)CC)C.[C:25](=O)([O:41]N1C(=O)CCC1=O)[O:26][CH2:27][CH:28]1[C:40]2[CH:39]=[CH:38][CH:37]=[CH:36][C:35]=2[C:34]2[C:29]1=[CH:30][CH:31]=[CH:32][CH:33]=2. (4) Given the product [NH2:29][C:30]1[C:31]2[N:32]([C:36]([C@H:40]3[CH2:48][CH2:47][C@H:46]4[N:42]([C:43](=[O:49])[CH2:44][CH2:45]4)[CH2:41]3)=[N:37][C:38]=2[C:9]2[CH:10]=[CH:11][C:12]([C:13]([NH:15][C:16]3[CH:21]=[C:20]([C:22]([F:23])([F:24])[F:25])[CH:19]=[CH:18][N:17]=3)=[O:14])=[CH:26][CH:27]=2)[CH:33]=[CH:34][N:35]=1, predict the reactants needed to synthesize it. The reactants are: CC1(C)C(C)(C)OB([C:9]2[CH:27]=[CH:26][C:12]([C:13]([NH:15][C:16]3[CH:21]=[C:20]([C:22]([F:25])([F:24])[F:23])[CH:19]=[CH:18][N:17]=3)=[O:14])=[CH:11][CH:10]=2)O1.[NH2:29][C:30]1[C:31]2[N:32]([C:36]([C@H:40]3[CH2:48][CH2:47][C@H:46]4[N:42]([C:43](=[O:49])[CH2:44][CH2:45]4)[CH2:41]3)=[N:37][C:38]=2Br)[CH:33]=[CH:34][N:35]=1.[O-]P([O-])([O-])=O.[K+].[K+].[K+]. (5) Given the product [ClH:52].[ClH:52].[ClH:52].[C:1]([C:5]1[N:10]=[C:9]([NH:11][CH2:12][CH2:13][CH2:14][O:15][CH3:16])[C:8]([C:17]([N:19]([C@H:20]2[CH2:25][C@@H:24]([C:26]([N:28]3[CH2:33][CH2:32][N:31]([CH3:34])[CH2:30][CH2:29]3)=[O:27])[CH2:23][NH:22][CH2:21]2)[CH2:42][CH:43]([CH3:45])[CH3:44])=[O:18])=[CH:7][N:6]=1)([CH3:3])([CH3:4])[CH3:2], predict the reactants needed to synthesize it. The reactants are: [C:1]([C:5]1[N:10]=[C:9]([NH:11][CH2:12][CH2:13][CH2:14][O:15][CH3:16])[C:8]([C:17]([N:19]([CH2:42][CH:43]([CH3:45])[CH3:44])[C@H:20]2[CH2:25][C@@H:24]([C:26]([N:28]3[CH2:33][CH2:32][N:31]([CH3:34])[CH2:30][CH2:29]3)=[O:27])[CH2:23][N:22](C(OC(C)(C)C)=O)[CH2:21]2)=[O:18])=[CH:7][N:6]=1)([CH3:4])([CH3:3])[CH3:2].C(OCC)(=O)C.[ClH:52]. (6) Given the product [Cl:38][C:39]([Cl:44])([Cl:43])[C:40]([C:3]1[N:4]2[C:5]([CH2:6][N:7]([C:15]([C:17]3[CH:22]=[CH:21][C:20]([C:23]4[CH:28]=[CH:27][CH:26]=[CH:25][C:24]=4[CH3:29])=[C:19]([CH3:30])[CH:18]=3)=[O:16])[C:8]3[CH:14]=[CH:13][CH:12]=[CH:11][C:9]=3[CH2:10]2)=[CH:1][CH:2]=1)=[O:41], predict the reactants needed to synthesize it. The reactants are: [CH:1]1[CH:2]=[CH:3][N:4]2[CH2:10][C:9]3[CH:11]=[CH:12][CH:13]=[CH:14][C:8]=3[N:7]([C:15]([C:17]3[CH:22]=[CH:21][C:20]([C:23]4[CH:28]=[CH:27][CH:26]=[CH:25][C:24]=4[CH3:29])=[C:19]([CH3:30])[CH:18]=3)=[O:16])[CH2:6][C:5]=12.C(N(CC)CC)C.[Cl:38][C:39]([Cl:44])([Cl:43])[C:40](Cl)=[O:41]. (7) Given the product [F:28][C:29]1[CH:34]=[C:33]([C:2]2[C:3]([N:22]3[CH2:23][CH:24]([CH2:26][OH:27])[CH2:25]3)=[N:4][CH:5]=[C:6]([C:7]([NH:9][C:10]3[CH:11]=[CH:12][C:13]([O:16][C:17]([F:19])([F:18])[F:20])=[CH:14][CH:15]=3)=[O:8])[CH:21]=2)[CH:32]=[N:31][CH:30]=1, predict the reactants needed to synthesize it. The reactants are: Br[C:2]1[C:3]([N:22]2[CH2:25][CH:24]([CH2:26][OH:27])[CH2:23]2)=[N:4][CH:5]=[C:6]([CH:21]=1)[C:7]([NH:9][C:10]1[CH:15]=[CH:14][C:13]([O:16][C:17]([F:20])([F:19])[F:18])=[CH:12][CH:11]=1)=[O:8].[F:28][C:29]1[CH:30]=[N:31][CH:32]=[C:33](B2OC(C)(C)C(C)(C)O2)[CH:34]=1. (8) Given the product [CH:19]1([C:18]2[C:17]3[CH:16]=[CH:15][C:14]([C:25]([O:27][CH3:28])=[O:26])=[CH:13][C:12]=3[N:11]3[CH2:29][CH2:30][NH:2][CH2:3][C:4]4[CH:9]=[CH:8][CH:7]=[CH:6][C:5]=4[C:10]=23)[CH2:20][CH2:21][CH2:22][CH2:23][CH2:24]1, predict the reactants needed to synthesize it. The reactants are: Cl.[NH2:2][CH2:3][C:4]1[CH:9]=[CH:8][CH:7]=[CH:6][C:5]=1[C:10]1[N:11]([CH2:29][CH:30]2OCCO2)[C:12]2[C:17]([C:18]=1[CH:19]1[CH2:24][CH2:23][CH2:22][CH2:21][CH2:20]1)=[CH:16][CH:15]=[C:14]([C:25]([O:27][CH3:28])=[O:26])[CH:13]=2.[OH-].[Na+].CO.[BH3-]C#N.[Na+].